From a dataset of Reaction yield outcomes from USPTO patents with 853,638 reactions. Predict the reaction yield, written as a fraction of the theoretical maximum amount of product (1.0 means a 100% yield; for example, 0.34 means a 34% yield). (1) The reactants are [C:1]([O:9][CH2:10][CH3:11])(=[O:8])[CH2:2][C:3]([O:5][CH2:6][CH3:7])=[O:4].Cl[CH2:13]/[CH:14]=[CH:15]\[CH2:16]Cl.CCOC(C)=O. The catalyst is C(O)(C)(C)C. The product is [C:2]1([C:3]([O:5][CH2:6][CH3:7])=[O:4])([C:1]([O:9][CH2:10][CH3:11])=[O:8])[CH2:16][CH:15]=[CH:14][CH2:13]1. The yield is 0.900. (2) The reactants are [C:1]([CH2:3][CH:4]1[C:8]2[C:9]3[N:10]([N:13]=[C:14]([CH3:21])[C:15]=3[C:16]([O:18][CH2:19][CH3:20])=[O:17])[CH:11]=[CH:12][C:7]=2[CH2:6][CH2:5]1)#[N:2]. The yield is 0.990. The catalyst is N.CO.[Co]. The product is [NH2:2][CH2:1][CH2:3][CH:4]1[C:8]2[C:9]3[N:10]([N:13]=[C:14]([CH3:21])[C:15]=3[C:16]([O:18][CH2:19][CH3:20])=[O:17])[CH:11]=[CH:12][C:7]=2[CH2:6][CH2:5]1. (3) The reactants are [Cl:1][C:2]1[CH:7]=[CH:6][C:5]([C:8]2[O:9][C:10]3[CH:16]=[CH:15][C:14]([C:17](=[O:19])[CH3:18])=[CH:13][C:11]=3[N:12]=2)=[CH:4][CH:3]=1.[BH4-].[Na+]. The catalyst is O1CCCC1. The product is [Cl:1][C:2]1[CH:3]=[CH:4][C:5]([C:8]2[O:9][C:10]3[CH:16]=[CH:15][C:14]([CH:17]([OH:19])[CH3:18])=[CH:13][C:11]=3[N:12]=2)=[CH:6][CH:7]=1. The yield is 0.540.